This data is from Forward reaction prediction with 1.9M reactions from USPTO patents (1976-2016). The task is: Predict the product of the given reaction. (1) Given the reactants [O:1]=[C:2]1[C:8]2[CH:9]=[CH:10][C:11]([C:13]([OH:15])=[O:14])=[CH:12][C:7]=2[S:6][CH2:5][CH2:4][CH2:3]1.O1CCOC[CH2:17]1.Cl.C(=O)([O-])O.[Na+], predict the reaction product. The product is: [CH3:17][O:14][C:13]([C:11]1[CH:10]=[CH:9][C:8]2[C:2](=[O:1])[CH2:3][CH2:4][CH2:5][S:6][C:7]=2[CH:12]=1)=[O:15]. (2) Given the reactants [F:1][C@@H:2]1[CH2:7][C@H:6]2[C@H:8]3[C@H:18]([CH2:19][CH2:20][C@:4]2([CH3:5])[C:3]1=[O:22])[C@:16]1([CH3:17])[C@H:11]([CH2:12][C@H:13]([OH:21])[CH2:14][CH2:15]1)[CH2:10][CH2:9]3.CC(OI1(OC(C)=O)(OC(C)=O)OC(=O)C2C=CC=CC1=2)=O, predict the reaction product. The product is: [F:1][C@@H:2]1[CH2:7][C@H:6]2[C@H:8]3[C@H:18]([CH2:19][CH2:20][C@:4]2([CH3:5])[C:3]1=[O:22])[C@:16]1([CH3:17])[C@H:11]([CH2:12][C:13](=[O:21])[CH2:14][CH2:15]1)[CH2:10][CH2:9]3. (3) Given the reactants C(Cl)(=O)C(Cl)=O.[CH2:7]([O:14][C:15]1[CH:23]=[CH:22][C:18]([C:19]([OH:21])=O)=[CH:17][CH:16]=1)[C:8]1[CH:13]=[CH:12][CH:11]=[CH:10][CH:9]=1.C(N(CC)CC)C.[NH2:31][C:32]([CH3:36])([CH3:35])[CH2:33][OH:34], predict the reaction product. The product is: [CH2:7]([O:14][C:15]1[CH:16]=[CH:17][C:18]([C:19]([NH:31][C:32]([CH3:36])([CH3:35])[CH2:33][OH:34])=[O:21])=[CH:22][CH:23]=1)[C:8]1[CH:9]=[CH:10][CH:11]=[CH:12][CH:13]=1. (4) Given the reactants [N+:1]([C:4]1[CH:5]=[C:6]([CH:11]=[CH:12][C:13]=1[C:14]1[O:18][N:17]=[C:16]([C:19]2[CH:24]=[CH:23][C:22]([C:25]([F:28])([F:27])[F:26])=[CH:21][CH:20]=2)[N:15]=1)[C:7]([O:9]C)=[O:8])([O-:3])=[O:2].[OH-].[Na+].Cl, predict the reaction product. The product is: [N+:1]([C:4]1[CH:5]=[C:6]([CH:11]=[CH:12][C:13]=1[C:14]1[O:18][N:17]=[C:16]([C:19]2[CH:24]=[CH:23][C:22]([C:25]([F:28])([F:27])[F:26])=[CH:21][CH:20]=2)[N:15]=1)[C:7]([OH:9])=[O:8])([O-:3])=[O:2]. (5) Given the reactants C([N:3]([CH2:6][CH3:7])[CH2:4]C)C.[C:8]1([C:14]2([C:36]3[CH:41]=[CH:40][CH:39]=[CH:38][CH:37]=3)[CH2:22][C:21]3[N:20]([S:23]([C:26]4[CH:31]=[CH:30][C:29]([CH3:32])=[CH:28][CH:27]=4)(=[O:25])=[O:24])[N:19]=C(C(O)=O)C=3[CH:16]=[CH:15]2)[CH:13]=[CH:12][CH:11]=[CH:10][CH:9]=1.C1C=CC(P(N=[N+]=[N-])(C2C=CC=CC=2)=[O:49])=CC=1.[C:59]([OH:63])([CH3:62])([CH3:61])[CH3:60], predict the reaction product. The product is: [C:36]1([C:14]2([C:8]3[CH:13]=[CH:12][CH:11]=[CH:10][CH:9]=3)[CH2:22][C:21]3[N:20]([S:23]([C:26]4[CH:27]=[CH:28][C:29]([CH3:32])=[CH:30][CH:31]=4)(=[O:25])=[O:24])[N:19]=[C:6]([NH:3][C:4](=[O:49])[O:63][C:59]([CH3:62])([CH3:61])[CH3:60])[C:7]=3[CH:16]=[CH:15]2)[CH:37]=[CH:38][CH:39]=[CH:40][CH:41]=1.